Dataset: Full USPTO retrosynthesis dataset with 1.9M reactions from patents (1976-2016). Task: Predict the reactants needed to synthesize the given product. (1) Given the product [Br:6][C:7]1[CH:15]=[C:14]2[C:10]([C:11]([CH:18]=[O:19])=[CH:12][NH:13]2)=[CH:9][CH:8]=1, predict the reactants needed to synthesize it. The reactants are: P(Cl)(Cl)(Cl)=O.[Br:6][C:7]1[CH:15]=[C:14]2[C:10]([CH:11]=[CH:12][NH:13]2)=[CH:9][CH:8]=1.CN(C)[CH:18]=[O:19]. (2) The reactants are: [NH2:1][C:2]1[CH:11]=[CH:10][CH:9]=[C:8]2[C:3]=1[CH:4]=[CH:5][N:6]([CH:13]([CH2:18][OH:19])[C:14]([O:16][CH3:17])=[O:15])[C:7]2=[O:12].[CH:20]1([CH2:27][C:28](O)=[O:29])[CH2:26][CH2:25][CH2:24][CH2:23][CH2:22][CH2:21]1.F[P-](F)(F)(F)(F)F.C[N+](C)=C(N(C)C)ON1C2N=CC=CC=2N=N1.C(N(CC)C(C)C)(C)C.CN(C)C=O. Given the product [CH:20]1([CH2:27][C:28]([NH:1][C:2]2[CH:11]=[CH:10][CH:9]=[C:8]3[C:3]=2[CH:4]=[CH:5][N:6]([CH:13]([CH2:18][OH:19])[C:14]([O:16][CH3:17])=[O:15])[C:7]3=[O:12])=[O:29])[CH2:26][CH2:25][CH2:24][CH2:23][CH2:22][CH2:21]1, predict the reactants needed to synthesize it. (3) Given the product [C:25]([OH:30])(=[O:29])[C:26]([OH:28])=[O:27].[NH2:11][CH2:10][CH2:9][C@@H:8]([O:7][C:6]1[CH:22]=[C:2]([Cl:1])[CH:3]=[CH:4][C:5]=1[C:23]#[N:24])[CH2:19][O:20][CH3:21], predict the reactants needed to synthesize it. The reactants are: [Cl:1][C:2]1[CH:3]=[CH:4][C:5]([C:23]#[N:24])=[C:6]([CH:22]=1)[O:7][C@@H:8]([CH2:19][O:20][CH3:21])[CH2:9][CH2:10][NH:11]C(=O)OC(C)(C)C.[C:25]([OH:30])(=[O:29])[C:26]([OH:28])=[O:27]. (4) The reactants are: Br[C:2]1[C:10]2[C:9]([NH:11][C@H:12]([C:16]3[N:21]([C:22]4[CH:27]=[CH:26][CH:25]=[CH:24][CH:23]=4)[C:20](=[O:28])[C:19]4=[C:29]([CH3:32])[CH:30]=[CH:31][N:18]4[N:17]=3)[CH2:13][CH2:14][OH:15])=[N:8][CH:7]=[N:6][C:5]=2[N:4]([CH2:33][O:34][CH2:35][CH2:36][Si:37]([CH3:40])([CH3:39])[CH3:38])[CH:3]=1.[OH:41][C:42]1[CH:43]=[C:44]([NH:57][S:58]([CH3:61])(=[O:60])=[O:59])[CH:45]=[C:46](B2OC(C)(C)C(C)(C)O2)[CH:47]=1.C(=O)([O-])[O-].[Na+].[Na+]. Given the product [OH:41][C:42]1[CH:43]=[C:44]([NH:57][S:58]([CH3:61])(=[O:60])=[O:59])[CH:45]=[C:46]([C:2]2[C:10]3[C:9]([NH:11][C@H:12]([C:16]4[N:21]([C:22]5[CH:27]=[CH:26][CH:25]=[CH:24][CH:23]=5)[C:20](=[O:28])[C:19]5=[C:29]([CH3:32])[CH:30]=[CH:31][N:18]5[N:17]=4)[CH2:13][CH2:14][OH:15])=[N:8][CH:7]=[N:6][C:5]=3[N:4]([CH2:33][O:34][CH2:35][CH2:36][Si:37]([CH3:40])([CH3:39])[CH3:38])[CH:3]=2)[CH:47]=1, predict the reactants needed to synthesize it. (5) Given the product [CH3:24][N:19]1[C:20](=[O:23])[CH:21]=[CH:22][C:17]([N:14]2[CH2:15][CH2:16][CH:11]([CH2:10][N:5]3[CH2:4][CH2:3][NH:2][CH2:7][C:6]3=[O:9])[CH2:12][CH2:13]2)=[N:18]1, predict the reactants needed to synthesize it. The reactants are: Cl.[NH2:2][CH2:3][CH2:4][N:5]([CH2:10][CH:11]1[CH2:16][CH2:15][N:14]([C:17]2[CH:22]=[CH:21][C:20](=[O:23])[N:19]([CH3:24])[N:18]=2)[CH2:13][CH2:12]1)[C:6](=[O:9])[CH2:7]Cl.C(N(CC)CC)C. (6) Given the product [CH3:30][O:29][C:26]1[CH:25]=[CH:24][C:23]([CH2:22][N:12]([CH2:13][C:14]2[CH:19]=[CH:18][C:17]([O:20][CH3:21])=[CH:16][CH:15]=2)[C:6]2[N:7]=[CH:8][C:9]3[CH:10]=[CH:2][CH2:1][C:4]=3[CH:5]=2)=[CH:28][CH:27]=1, predict the reactants needed to synthesize it. The reactants are: [CH2:1]([C:4]1[C:9]([CH:10]=C)=[CH:8][N:7]=[C:6]([N:12]([CH2:22][C:23]2[CH:28]=[CH:27][C:26]([O:29][CH3:30])=[CH:25][CH:24]=2)[CH2:13][C:14]2[CH:19]=[CH:18][C:17]([O:20][CH3:21])=[CH:16][CH:15]=2)[CH:5]=1)[CH:2]=C. (7) Given the product [CH:2]1([O:7][C:11]2[N:16]=[N:15][C:14]([NH2:17])=[CH:13][CH:12]=2)[CH2:6][CH2:5][CH2:4][CH2:3]1, predict the reactants needed to synthesize it. The reactants are: [Na].[CH:2]1([OH:7])[CH2:6][CH2:5][CH2:4][CH2:3]1.[H][H].Cl[C:11]1[N:16]=[N:15][C:14]([NH2:17])=[CH:13][CH:12]=1. (8) Given the product [C:17]([O:16][C:14](=[O:15])[NH:13][C:10]1[CH:9]=[C:4]([CH2:5][OH:6])[CH:3]=[C:2]([Br:1])[C:11]=1[Cl:12])([CH3:20])([CH3:18])[CH3:19], predict the reactants needed to synthesize it. The reactants are: [Br:1][C:2]1[CH:3]=[C:4]([CH:9]=[C:10]([NH:13][C:14]([O:16][C:17]([CH3:20])([CH3:19])[CH3:18])=[O:15])[C:11]=1[Cl:12])[C:5](OC)=[O:6].[H-].[Al+3].[Li+].[H-].[H-].[H-].[OH-].[Na+].[O-]S([O-])(=O)=O.[Mg+2].